From a dataset of Forward reaction prediction with 1.9M reactions from USPTO patents (1976-2016). Predict the product of the given reaction. (1) Given the reactants C(OC([N:8]1[CH2:13][CH2:12][N:11]([C:14]([C:16]2[CH:21]([C:22]3[CH:27]=[C:26]([Cl:28])[CH:25]=[C:24]([Cl:29])[CH:23]=3)[C:20]([C:30]([O:32][CH2:33][CH2:34][CH:35]([C:42]3[CH:47]=[CH:46][CH:45]=[CH:44][CH:43]=3)[C:36]3[CH:41]=[CH:40][CH:39]=[CH:38][CH:37]=3)=[O:31])=[C:19]([CH3:48])[NH:18][C:17]=2[CH3:49])=[O:15])[CH2:10][CH2:9]1)=O)(C)(C)C.FC(F)(F)C([O-])=O, predict the reaction product. The product is: [C:42]1([CH:35]([C:36]2[CH:37]=[CH:38][CH:39]=[CH:40][CH:41]=2)[CH2:34][CH2:33][O:32][C:30](=[O:31])[C:20]2[C:21]([C:22]3[CH:23]=[C:24]([Cl:29])[CH:25]=[C:26]([Cl:28])[CH:27]=3)=[C:16]([C:14]([N:11]3[CH2:12][CH2:13][NH:8][CH2:9][CH2:10]3)=[O:15])[C:17]([CH3:49])=[N:18][C:19]=2[CH3:48])[CH:47]=[CH:46][CH:45]=[CH:44][CH:43]=1. (2) Given the reactants [C:1]([C:5]1[CH:9]=[C:8]([NH:10][C:11]([NH:13][C:14]2[CH:30]=[CH:29][C:17]([O:18][C:19]3[CH:24]=[CH:23][N:22]=[C:21]([C:25]([NH:27][CH3:28])=[O:26])[CH:20]=3)=[CH:16][C:15]=2[F:31])=[O:12])[N:7]([C:32]2[CH:37]=[CH:36][CH:35]=[C:34]([CH2:38][OH:39])[CH:33]=2)[N:6]=1)([CH3:4])([CH3:3])[CH3:2].C(N(CC)[P:43]([O:49][C:50]([CH3:53])([CH3:52])[CH3:51])[O:44][C:45]([CH3:48])([CH3:47])[CH3:46])C.ClC1C=C(C=CC=1)C(OO)=[O:61], predict the reaction product. The product is: [P:43]([O:39][CH2:38][C:34]1[CH:35]=[CH:36][CH:37]=[C:32]([N:7]2[C:8]([NH:10][C:11](=[O:12])[NH:13][C:14]3[CH:30]=[CH:29][C:17]([O:18][C:19]4[CH:24]=[CH:23][N:22]=[C:21]([C:25](=[O:26])[NH:27][CH3:28])[CH:20]=4)=[CH:16][C:15]=3[F:31])=[CH:9][C:5]([C:1]([CH3:4])([CH3:2])[CH3:3])=[N:6]2)[CH:33]=1)([O:44][C:45]([CH3:46])([CH3:47])[CH3:48])([O:49][C:50]([CH3:51])([CH3:52])[CH3:53])=[O:61]. (3) Given the reactants [CH2:1]([O:3][C:4](=[O:25])[CH2:5][C:6]1[CH:7]=[C:8]([C:14]2[CH:19]=[CH:18][C:17]([F:20])=[CH:16][C:15]=2[CH2:21][NH:22][CH2:23][CH3:24])[C:9]([O:12][CH3:13])=[CH:10][CH:11]=1)[CH3:2].C(N(C(C)C)CC)(C)C.[C:35](Cl)(Cl)=[O:36].[Cl:39][C:40]1[CH:47]=[CH:46][C:43]([CH2:44][NH2:45])=[CH:42][CH:41]=1, predict the reaction product. The product is: [CH2:1]([O:3][C:4](=[O:25])[CH2:5][C:6]1[CH:7]=[C:8]([C:14]2[CH:19]=[CH:18][C:17]([F:20])=[CH:16][C:15]=2[CH2:21][N:22]([CH2:23][CH3:24])[C:35]([NH:45][CH2:44][C:43]2[CH:46]=[CH:47][C:40]([Cl:39])=[CH:41][CH:42]=2)=[O:36])[C:9]([O:12][CH3:13])=[CH:10][CH:11]=1)[CH3:2]. (4) The product is: [CH3:27][N:15]1[C:16](=[O:26])[CH:17]=[C:18]([C:20]2[CH:25]=[CH:24][N:23]=[CH:22][N:21]=2)[N:19]=[C:14]1[N:11]1[CH2:12][CH2:13][NH:8][CH2:9][C@H:10]1[CH3:28]. Given the reactants C(OC([N:8]1[CH2:13][CH2:12][N:11]([C:14]2[N:15]([CH3:27])[C:16](=[O:26])[CH:17]=[C:18]([C:20]3[CH:25]=[CH:24][N:23]=[CH:22][N:21]=3)[N:19]=2)[C@H:10]([CH3:28])[CH2:9]1)=O)(C)(C)C.Cl, predict the reaction product. (5) Given the reactants [NH2:1][C@:2]1([CH2:23][OH:24])[CH2:6][CH2:5][C@@H:4]([C:7]2[CH:16]=[CH:15][C:14]3[CH2:13][C@H:12]([CH2:17][CH2:18][CH2:19][CH2:20][CH2:21][CH3:22])[CH2:11][CH2:10][C:9]=3[CH:8]=2)[CH2:3]1.P(Cl)(Cl)([O:27][P:28](Cl)(Cl)=[O:29])=O.[OH2:34], predict the reaction product. The product is: [P:28]([OH:27])([OH:34])([O:24][CH2:23][C@@:2]1([NH2:1])[CH2:6][CH2:5][C@@H:4]([C:7]2[CH:16]=[CH:15][C:14]3[CH2:13][C@H:12]([CH2:17][CH2:18][CH2:19][CH2:20][CH2:21][CH3:22])[CH2:11][CH2:10][C:9]=3[CH:8]=2)[CH2:3]1)=[O:29]. (6) Given the reactants [C:1]([O:4][CH2:5][C:6]1[CH2:13][S:12][CH:11]2[N:8]([C:9](=[O:25])[C@:10]2(/[N:16]=C\C2C=CC=CC=2O)[O:14][CH3:15])[C:7]=1[C:26]([O:28][CH2:29][C:30]1[CH:35]=[CH:34][C:33]([O:36][CH3:37])=[CH:32][CH:31]=1)=[O:27])(=[O:3])[NH2:2].O.CS([O:43][C:44](=O)[CH2:45][C:46]1[S:47][CH:48]=[CH:49][CH:50]=1)(=O)=O.ClCCl, predict the reaction product. The product is: [C:1]([O:4][CH2:5][C:6]1[CH2:13][S:12][CH:11]2[N:8]([C:9](=[O:25])[C:10]2([O:14][CH3:15])[NH:16][C:44](=[O:43])[CH2:45][C:46]2[S:47][CH:48]=[CH:49][CH:50]=2)[C:7]=1[C:26]([O:28][CH2:29][C:30]1[CH:31]=[CH:32][C:33]([O:36][CH3:37])=[CH:34][CH:35]=1)=[O:27])(=[O:3])[NH2:2]. (7) Given the reactants [CH2:1]([N:8]1[C:15]([NH2:16])=[CH:14][C:12](=[O:13])[N:11]([CH2:17][CH2:18][CH3:19])[C:9]1=[O:10])[C:2]1[CH:7]=[CH:6][CH:5]=[CH:4][CH:3]=1.[N:20]([O-])=[O:21].[Na+], predict the reaction product. The product is: [CH2:1]([N:8]1[C:15]([NH2:16])=[C:14]([N:20]=[O:21])[C:12](=[O:13])[N:11]([CH2:17][CH2:18][CH3:19])[C:9]1=[O:10])[C:2]1[CH:7]=[CH:6][CH:5]=[CH:4][CH:3]=1. (8) The product is: [C:34]([N:15]1[CH2:16][CH2:17][CH:12]([C:10](=[O:11])[CH2:9][CH:8]([C:5]2[CH:6]=[CH:7][C:2]([Br:1])=[CH:3][CH:4]=2)[C:18]2[CH:23]=[CH:22][CH:21]=[CH:20][C:19]=2[CH3:24])[CH2:13][CH2:14]1)(=[O:36])[CH3:35]. Given the reactants [Br:1][C:2]1[CH:7]=[CH:6][C:5]([CH:8]([C:18]2[CH:23]=[CH:22][CH:21]=[CH:20][C:19]=2[CH3:24])[CH2:9][C:10]([CH:12]2[CH2:17][CH2:16][NH:15][CH2:14][CH2:13]2)=[O:11])=[CH:4][CH:3]=1.C(N(CC)C(C)C)(C)C.[C:34](Cl)(=[O:36])[CH3:35], predict the reaction product. (9) Given the reactants [N+:1]([C:4]1[CH:17]=[CH:16][C:7]([O:8][C:9]2[CH:14]=[CH:13][C:12](=[O:15])[NH:11][CH:10]=2)=[CH:6][CH:5]=1)([O-])=O, predict the reaction product. The product is: [NH2:1][C:4]1[CH:17]=[CH:16][C:7]([O:8][C:9]2[CH:14]=[CH:13][C:12](=[O:15])[NH:11][CH:10]=2)=[CH:6][CH:5]=1.